This data is from Forward reaction prediction with 1.9M reactions from USPTO patents (1976-2016). The task is: Predict the product of the given reaction. (1) Given the reactants CCN=C=NCCCN(C)C.Cl.[Cl:13][C:14]1[CH:19]=[C:18]([Cl:20])[CH:17]=[CH:16][C:15]=1[CH2:21][CH2:22][NH:23][C:24]1[N:29]=[C:28]([O:30][CH3:31])[N:27]=[C:26]([C:32]2[CH:33]=[C:34]([C:38]([CH3:43])([CH3:42])[C:39]([OH:41])=O)[CH:35]=[CH:36][CH:37]=2)[CH:25]=1.[CH2:44]([S:46]([NH2:49])(=[O:48])=[O:47])[CH3:45], predict the reaction product. The product is: [Cl:13][C:14]1[CH:19]=[C:18]([Cl:20])[CH:17]=[CH:16][C:15]=1[CH2:21][CH2:22][NH:23][C:24]1[N:29]=[C:28]([O:30][CH3:31])[N:27]=[C:26]([C:32]2[CH:33]=[C:34]([C:38]([CH3:43])([CH3:42])[C:39]([NH:49][S:46]([CH2:44][CH3:45])(=[O:48])=[O:47])=[O:41])[CH:35]=[CH:36][CH:37]=2)[CH:25]=1. (2) Given the reactants [C:1]([O:5][C:6]([NH:8][C@@H:9]([C:13]([O:15]C)=[O:14])[CH2:10][O:11][CH3:12])=[O:7])([CH3:4])([CH3:3])[CH3:2].O.O.[OH-].[Li+], predict the reaction product. The product is: [C:1]([O:5][C:6]([NH:8][C@@H:9]([C:13]([OH:15])=[O:14])[CH2:10][O:11][CH3:12])=[O:7])([CH3:4])([CH3:2])[CH3:3].